Dataset: HIV replication inhibition screening data with 41,000+ compounds from the AIDS Antiviral Screen. Task: Binary Classification. Given a drug SMILES string, predict its activity (active/inactive) in a high-throughput screening assay against a specified biological target. (1) The compound is CN1NC(=N)c2cn(C3OC(COP(=O)(O)O)C(O)C3O)c3ncnc1c23. The result is 1 (active). (2) The compound is CCC1(CC)C(=O)N(C(=O)c2ccc(Cl)cc2)N(C(=O)c2ccccc2Cl)C1=O. The result is 0 (inactive).